Dataset: Experimentally validated miRNA-target interactions with 360,000+ pairs, plus equal number of negative samples. Task: Binary Classification. Given a miRNA mature sequence and a target amino acid sequence, predict their likelihood of interaction. (1) The miRNA is mmu-miR-216c-5p with sequence GAAGAAUCUCUACAGGUAAGUGU. The protein sequence of the target gene is MPSVTQRLRDPDINPCLSESDASTRCLDENNYDRERCSTYFLRYKNCRRFWNSIVMQRRKNGVKPFMPTAAERDEILRAVGNMPY. Result: 0 (no interaction). (2) The miRNA is mmu-miR-1839-3p with sequence AGACCUACUUAUCUACCAACAGC. The protein sequence of the target gene is MWQVLRGWRKGWQSPRGALAWAVQGQPCPPCSRAVASVGKDEYTFVVVGAGSAGCVLASRLTEDPNHRVLLLEAGPKDLLMGSKRLQWKIHMPAALVSNLCDDKYNWYYHTEPQPGMDSRVLYWPRGRVWGGSSSLNAMVYIRGHAEDYNRWHREGAEGWDYAHCLPYFRKAQRHELGANMYRGGDGPLHVSRGKTNHPLHQAFLQAARQAGYPFTEDMNGFQQEGFGWMDMTVHQGKRWSTACAYLHPVLSRPNLRAEVQTLVSRVLFEGTRAVGVEYIKDGQRHKAYVSREVILSGGA.... Result: 0 (no interaction).